This data is from Forward reaction prediction with 1.9M reactions from USPTO patents (1976-2016). The task is: Predict the product of the given reaction. (1) Given the reactants [CH:1]1([C:4]([NH:6][NH2:7])=[O:5])[CH2:3][CH2:2]1.[I:8][C:9]1[CH:10]=[C:11]([CH:17]=[CH:18][C:19]=1[CH3:20])[C:12](=[NH:16])OCC, predict the reaction product. The product is: [NH:16]=[C:12]([C:11]1[CH:17]=[CH:18][C:19]([CH3:20])=[C:9]([I:8])[CH:10]=1)[NH:7][NH:6][C:4]([CH:1]1[CH2:3][CH2:2]1)=[O:5]. (2) The product is: [CH2:1]([C:3]1[CH:11]=[CH:10][C:9]2[N:8](/[CH:34]=[C:35](/[C:37]3[CH:42]=[CH:41][N:40]=[CH:39][CH:38]=3)\[CH3:36])[C:7]3[CH2:12][CH2:13][N:14]([CH3:16])[CH2:15][C:6]=3[C:5]=2[CH:4]=1)[CH3:2]. Given the reactants [CH2:1]([C:3]1[CH:11]=[CH:10][C:9]2[NH:8][CH:7]3[CH2:12][CH2:13][N:14]([CH3:16])[CH2:15][CH:6]3[C:5]=2[CH:4]=1)[CH3:2].P([O-])([O-])([O-])=O.[K+].[K+].[K+].N1CCC[C@H]1C(O)=O.Br[CH:34]=[C:35]([C:37]1[CH:42]=[CH:41][N:40]=[CH:39][CH:38]=1)[CH3:36], predict the reaction product. (3) Given the reactants [CH3:1][O:2][C:3]1[C:14]2=[C:15]3[N:10]([CH2:11][CH2:12][CH2:13]2)[CH2:9][CH2:8][CH2:7][C:6]3=[CH:5][C:4]=1[CH:16]=[CH:17][C:18]1[S:19][CH:20]=[CH:21][CH:22]=1.C([Li])CCC.CN(C)[CH:30]=[O:31].O, predict the reaction product. The product is: [CH3:1][O:2][C:3]1[C:14]2=[C:15]3[N:10]([CH2:11][CH2:12][CH2:13]2)[CH2:9][CH2:8][CH2:7][C:6]3=[CH:5][C:4]=1[CH:16]=[CH:17][C:18]1[S:19][C:20]([CH:30]=[O:31])=[CH:21][CH:22]=1. (4) Given the reactants [C:1]([C:5]1[CH:10]=[CH:9][C:8]([C:11]2[CH:16]=[CH:15][CH:14]=[C:13]([C:17]3[NH:18][C:19]4[CH:29]=[CH:28][C:27]5[C:22](=[C:23]([OH:33])[CH:24]=[C:25]([C:30](O)=[O:31])[CH:26]=5)[C:20]=4[N:21]=3)[CH:12]=2)=[CH:7][CH:6]=1)([CH3:4])([CH3:3])[CH3:2].Cl.C([O:39][C:40](=[O:50])[C@H:41]([CH2:43][C:44]1[CH:49]=[CH:48][CH:47]=[CH:46][CH:45]=1)[NH2:42])(C)(C)C.Cl.C(N=C=NCCCN(C)C)C.C(N(CC)CC)C, predict the reaction product. The product is: [C:1]([C:5]1[CH:6]=[CH:7][C:8]([C:11]2[CH:16]=[CH:15][CH:14]=[C:13]([C:17]3[NH:18][C:19]4[CH:29]=[CH:28][C:27]5[C:22](=[C:23]([OH:33])[CH:24]=[C:25]([C:30]([NH:42][C@@H:41]([CH2:43][C:44]6[CH:49]=[CH:48][CH:47]=[CH:46][CH:45]=6)[C:40]([OH:50])=[O:39])=[O:31])[CH:26]=5)[C:20]=4[N:21]=3)[CH:12]=2)=[CH:9][CH:10]=1)([CH3:4])([CH3:2])[CH3:3].